Task: Predict which catalyst facilitates the given reaction.. Dataset: Catalyst prediction with 721,799 reactions and 888 catalyst types from USPTO (1) Reactant: [Cl:1][C:2]1[CH:15]=[CH:14][C:5]([O:6][C:7]2[CH:12]=[CH:11][CH:10]=[CH:9][C:8]=2[NH2:13])=[CH:4][CH:3]=1.[CH:16]1([C:21]([N:23]2[CH2:28][CH2:27][C:26](=O)[CH2:25][CH2:24]2)=[O:22])[CH2:20][CH2:19][CH2:18][CH2:17]1.C(O)(=O)C.C(O[BH-](OC(=O)C)OC(=O)C)(=O)C.[Na+]. Product: [Cl:1][C:2]1[CH:15]=[CH:14][C:5]([O:6][C:7]2[CH:12]=[CH:11][CH:10]=[CH:9][C:8]=2[NH:13][CH:26]2[CH2:27][CH2:28][N:23]([C:21]([CH:16]3[CH2:20][CH2:19][CH2:18][CH2:17]3)=[O:22])[CH2:24][CH2:25]2)=[CH:4][CH:3]=1. The catalyst class is: 26. (2) Reactant: [CH3:1][O:2][C:3]1[CH:4]=[C:5]([CH:10]=[CH:11][C:12]=1[O:13][CH2:14][C:15]#[CH:16])[C:6]([O:8][CH3:9])=[O:7].C(O)CO.C(=O)=O.Cl[Sn](Cl)(Cl)Cl.[N+:29]([O-])([OH:31])=[O:30]. Product: [CH3:1][O:2][C:3]1[C:12]([O:13][CH2:14][C:15]#[CH:16])=[CH:11][C:10]([N+:29]([O-:31])=[O:30])=[C:5]([CH:4]=1)[C:6]([O:8][CH3:9])=[O:7]. The catalyst class is: 46. (3) Reactant: C[O:2][C:3](=O)[C:4]1[CH:9]=[CH:8][C:7]([CH2:10][S:11]([C:14]2[CH:19]=[CH:18][CH:17]=[CH:16][CH:15]=2)(=[O:13])=[O:12])=[CH:6][CH:5]=1.CC(C[AlH]CC(C)C)C.[NH4+].[Cl-]. Product: [C:14]1([S:11]([CH2:10][C:7]2[CH:6]=[CH:5][C:4]([CH2:3][OH:2])=[CH:9][CH:8]=2)(=[O:12])=[O:13])[CH:19]=[CH:18][CH:17]=[CH:16][CH:15]=1. The catalyst class is: 2. (4) Reactant: [CH3:1][CH:2]1[N:7]([CH3:8])[CH2:6][CH2:5][N:4]2[N:9]=[C:10]([NH2:12])[CH:11]=[C:3]12.[C:13]([O:16][CH2:17][C:18]1[C:19]([N:33]2[CH2:44][CH2:43][N:42]3[C:35](=[CH:36][C:37]4[CH2:38][C:39](C)([CH3:45])[CH2:40][C:41]=43)[C:34]2=[O:47])=[N:20][CH:21]=[CH:22][C:23]=1[C:24]1[CH:29]=[C:28](Br)[C:27](=[O:31])[N:26]([CH3:32])[CH:25]=1)(=[O:15])[CH3:14].CC1(C)C2C(=C(P(C3C=CC=CC=3)C3C=CC=CC=3)C=CC=2)OC2C(P(C3C=CC=CC=3)C3C=CC=CC=3)=CC=CC1=2.C([O-])([O-])=O.[Cs+].[Cs+]. Product: [C:13]([O:16][CH2:17][C:18]1[C:19]([N:33]2[CH2:44][CH2:43][N:42]3[C:41]4[CH2:40][CH2:39][CH2:45][CH2:38][C:37]=4[CH:36]=[C:35]3[C:34]2=[O:47])=[N:20][CH:21]=[CH:22][C:23]=1[C:24]1[CH:29]=[C:28]([NH:12][C:10]2[CH:11]=[C:3]3[CH:2]([CH3:1])[N:7]([CH3:8])[CH2:6][CH2:5][N:4]3[N:9]=2)[C:27](=[O:31])[N:26]([CH3:32])[CH:25]=1)(=[O:15])[CH3:14]. The catalyst class is: 102. (5) Reactant: [Cl:1][C:2]1[CH:7]=[CH:6][CH:5]=[C:4]([Cl:8])[C:3]=1[C:9]#[C:10][Si](C)(C)C.[CH3:15]C(C)([O-])C.[K+].IC. Product: [Cl:1][C:2]1[CH:7]=[CH:6][CH:5]=[C:4]([Cl:8])[C:3]=1[C:9]#[C:10][CH3:15]. The catalyst class is: 49. (6) Reactant: [OH:1][C:2]1[CH:7]=[CH:6][C:5]([C:8](=[O:10])[CH3:9])=[CH:4][CH:3]=1.C([O-])([O-])=O.[K+].[K+].[CH2:17](Br)[C:18]1[CH:23]=[CH:22][CH:21]=[CH:20][CH:19]=1. Product: [CH2:17]([O:1][C:2]1[CH:7]=[CH:6][C:5]([C:8](=[O:10])[CH3:9])=[CH:4][CH:3]=1)[C:18]1[CH:23]=[CH:22][CH:21]=[CH:20][CH:19]=1. The catalyst class is: 3. (7) Reactant: [B:1]([C:4]1[CH:12]=[CH:11][C:7]([C:8]([OH:10])=O)=[CH:6][CH:5]=1)([OH:3])[OH:2].Cl.CN(C)CCCN=C=NCC.ON1C2C=CC=CC=2N=N1.C(N(CC)C(C)C)(C)C.[F:44][C:45]1([F:50])[CH2:49][CH2:48][NH:47][CH2:46]1. Product: [F:44][C:45]1([F:50])[CH2:49][CH2:48][N:47]([C:8]([C:7]2[CH:6]=[CH:5][C:4]([B:1]([OH:2])[OH:3])=[CH:12][CH:11]=2)=[O:10])[CH2:46]1. The catalyst class is: 10. (8) Reactant: FC(F)(F)S(O[C:7]1[CH2:12][CH2:11][N:10]([C:13]([O:15][C:16]([CH3:19])([CH3:18])[CH3:17])=[O:14])[CH2:9][C:8]=1[C:20]([O:22][CH3:23])=[O:21])(=O)=O.[F:26][C:27]([F:39])([F:38])[O:28][C:29]1[CH:34]=[CH:33][C:32](B(O)O)=[CH:31][CH:30]=1.C1(C)C=CC=CC=1.C([O-])([O-])=O.[Na+].[Na+]. Product: [F:26][C:27]([F:38])([F:39])[O:28][C:29]1[CH:34]=[CH:33][C:32]([C:7]2[CH2:12][CH2:11][N:10]([C:13]([O:15][C:16]([CH3:17])([CH3:18])[CH3:19])=[O:14])[CH2:9][C:8]=2[C:20]([O:22][CH3:23])=[O:21])=[CH:31][CH:30]=1. The catalyst class is: 461. (9) Reactant: [CH3:1][C:2]([C:9]1[CH:22]=[CH:21][C:12]([O:13][CH2:14][C@H:15]2[O:19][C:18]([NH2:20])=[N:17][CH2:16]2)=[CH:11][CH:10]=1)([CH3:8])[CH2:3][C:4]([CH3:7])([CH3:6])[CH3:5]. Product: [CH3:8][C:2]([C:9]1[CH:22]=[CH:21][C:12]([O:13][CH2:14][C@H:15]2[O:19][C:18]3=[N:20][C:12](=[O:13])[CH:11]=[CH:10][N:17]3[CH2:16]2)=[CH:11][CH:10]=1)([CH3:1])[CH2:3][C:4]([CH3:5])([CH3:6])[CH3:7]. The catalyst class is: 22. (10) Reactant: [CH3:1][O-:2].[Na+].[Br:4][C:5]1[CH:10]=[C:9](F)[CH:8]=[CH:7][C:6]=1[C:12]([C:14]1[CH:19]=[CH:18][C:17]([CH2:20][CH3:21])=[CH:16][CH:15]=1)=[O:13].O. Product: [Br:4][C:5]1[CH:10]=[C:9]([O:2][CH3:1])[CH:8]=[CH:7][C:6]=1[C:12]([C:14]1[CH:19]=[CH:18][C:17]([CH2:20][CH3:21])=[CH:16][CH:15]=1)=[O:13]. The catalyst class is: 3.